From a dataset of Reaction yield outcomes from USPTO patents with 853,638 reactions. Predict the reaction yield, written as a fraction of the theoretical maximum amount of product (1.0 means a 100% yield; for example, 0.34 means a 34% yield). (1) The reactants are [NH2:1][C:2]1[N:10]=[C:9]([O:11][CH2:12][CH2:13][CH2:14][CH3:15])[N:8]=[C:7]2[C:3]=1[NH:4][C:5](=[O:36])[N:6]2[CH2:16][C:17]1[CH:35]=[CH:34][C:20]([O:21][CH2:22][CH2:23][CH2:24][NH:25][CH2:26][C:27]([O:29][C:30]([CH3:33])([CH3:32])[CH3:31])=[O:28])=[CH:19][CH:18]=1.[C:37]([O:41][C:42](=[O:48])[N:43]([CH3:47])[CH2:44][CH:45]=O)([CH3:40])([CH3:39])[CH3:38].C(O)(=O)C.C(O[BH-](OC(=O)C)OC(=O)C)(=O)C.[Na+].O.C(=O)(O)[O-].[Na+]. The catalyst is C(Cl)(Cl)Cl.CN1C(=O)CCC1. The product is [NH2:1][C:2]1[N:10]=[C:9]([O:11][CH2:12][CH2:13][CH2:14][CH3:15])[N:8]=[C:7]2[C:3]=1[NH:4][C:5](=[O:36])[N:6]2[CH2:16][C:17]1[CH:35]=[CH:34][C:20]([O:21][CH2:22][CH2:23][CH2:24][N:25]([CH2:45][CH2:44][N:43]([C:42]([O:41][C:37]([CH3:38])([CH3:40])[CH3:39])=[O:48])[CH3:47])[CH2:26][C:27]([O:29][C:30]([CH3:31])([CH3:33])[CH3:32])=[O:28])=[CH:19][CH:18]=1. The yield is 0.860. (2) The product is [Br:10][C:11]1[CH:18]=[CH:17][C:14](/[CH:15]=[CH:2]/[C:1]([C:4]2[CH:9]=[CH:8][CH:7]=[CH:6][CH:5]=2)=[O:3])=[CH:13][CH:12]=1. The catalyst is O. The yield is 0.880. The reactants are [C:1]([C:4]1[CH:9]=[CH:8][CH:7]=[CH:6][CH:5]=1)(=[O:3])[CH3:2].[Br:10][C:11]1[CH:18]=[CH:17][C:14]([CH:15]=O)=[CH:13][CH:12]=1.C(O)C.[OH-].[K+]. (3) The reactants are [C:1]([O:5][C:6]([N:8]1[CH2:12][CH2:11][CH2:10][C:9]1([CH2:15][CH2:16][CH2:17][CH3:18])[CH:13]=[O:14])=[O:7])([CH3:4])([CH3:3])[CH3:2].[Cl:19][C:20]1[CH:21]=[C:22]([Mg]Br)[CH:23]=[CH:24][C:25]=1[Cl:26]. The catalyst is C1COCC1. The product is [C:1]([O:5][C:6]([N:8]1[CH2:12][CH2:11][CH2:10][C:9]1([CH2:15][CH2:16][CH2:17][CH3:18])[CH:13]([C:23]1[CH:22]=[CH:21][C:20]([Cl:19])=[C:25]([Cl:26])[CH:24]=1)[OH:14])=[O:7])([CH3:4])([CH3:3])[CH3:2]. The yield is 0.460. (4) The reactants are Cl.[F:2][C@@H:3]1[CH2:7][CH2:6][NH:5][CH2:4]1.C(=O)([O-])[O-].[K+].[K+].Br[CH2:15][CH2:16][O:17][C:18]1[CH:19]=[N:20][C:21]2[C:26]([CH:27]=1)=[N:25][CH:24]=[CH:23][C:22]=2[Cl:28].[I-].[Na+]. The catalyst is CN(C=O)C. The product is [Cl:28][C:22]1[CH:23]=[CH:24][N:25]=[C:26]2[C:21]=1[N:20]=[CH:19][C:18]([O:17][CH2:16][CH2:15][N:5]1[CH2:6][CH2:7][C@@H:3]([F:2])[CH2:4]1)=[CH:27]2. The yield is 0.540. (5) The reactants are [CH:1]12[CH2:7][CH:4]([CH:5]=[CH:6]1)[C:3](=[O:8])[NH:2]2.N1C=CC=CC=1.[C:15](Cl)(=[O:17])[CH3:16].O. The catalyst is C(#N)C. The product is [C:15]([N:2]1[C:3](=[O:8])[CH:4]2[CH2:7][CH:1]1[CH:6]=[CH:5]2)(=[O:17])[CH3:16]. The yield is 0.710. (6) The catalyst is CO.[Pd]. The yield is 0.770. The product is [CH3:1][O:2][S:3]([C:5]1[CH:6]=[C:7]([C:11]2[CH:16]=[CH:15][C:14]([NH:17][C:21]([O:23][C:24]([CH3:27])([CH3:26])[CH3:25])=[O:22])=[CH:13][C:12]=2[CH3:20])[CH:8]=[CH:9][CH:10]=1)=[O:4]. The reactants are [CH3:1][O:2][S:3]([C:5]1[CH:6]=[C:7]([C:11]2[CH:16]=[CH:15][C:14]([N+:17]([O-])=O)=[CH:13][C:12]=2[CH3:20])[CH:8]=[CH:9][CH:10]=1)=[O:4].[C:21](O[C:21]([O:23][C:24]([CH3:27])([CH3:26])[CH3:25])=[O:22])([O:23][C:24]([CH3:27])([CH3:26])[CH3:25])=[O:22]. (7) The reactants are CCN(C(C)C)C(C)C.CCN=C=NCCCN(C)C.[CH:21]1[CH:22]=[CH:23][C:24]2[N:29](O)N=N[C:25]=2[CH:26]=1.[Cl:31][C:32]1[CH:36]=[CH:35][NH:34][C:33]=1[C:37]([OH:39])=O.NC1C=C2C([CH:45]=[CH:46][N:47]2[CH2:50][C:51]([O:53][C:54]([CH3:57])([CH3:56])[CH3:55])=[O:52])=CC=1. The catalyst is C(Cl)Cl. The product is [Cl:31][C:32]1[CH:36]=[CH:35][NH:34][C:33]=1[C:37]([NH:29][C:24]1[CH:25]=[C:26]2[C:21](=[CH:22][CH:23]=1)[N:47]([CH2:50][C:51]([O:53][C:54]([CH3:57])([CH3:56])[CH3:55])=[O:52])[CH:46]=[CH:45]2)=[O:39]. The yield is 0.560.